This data is from HIV replication inhibition screening data with 41,000+ compounds from the AIDS Antiviral Screen. The task is: Binary Classification. Given a drug SMILES string, predict its activity (active/inactive) in a high-throughput screening assay against a specified biological target. (1) The result is 0 (inactive). The drug is COC(=O)C(=O)C(CC(=O)Nc1cccc(C(F)(F)F)c1)C(=O)OC. (2) The molecule is CC(=O)Nc1cc2c(cc1[N+](=O)[O-])-c1cc([N+](=O)[O-])c(NC(C)=O)cc1C2=O. The result is 0 (inactive). (3) The compound is CCOP(=O)(CC(=O)C1CC1)OCC. The result is 0 (inactive). (4) The compound is O=C(O)CNS(=O)(=O)c1ccc(NC(=O)c2ccccc2[N+](=O)[O-])cc1. The result is 0 (inactive). (5) The drug is O=C(NN=Cc1cccc([N+](=O)[O-])c1)C(=O)NN=Cc1cccc([N+](=O)[O-])c1. The result is 0 (inactive). (6) The compound is Cc1cc(Cl)nc2nc(Cl)c(N)cc12. The result is 0 (inactive). (7) The molecule is CCOc1cc2c(cc1O)C(=NO)CC1C2CCC2(C)C(O)CCC12. The result is 0 (inactive).